This data is from Catalyst prediction with 721,799 reactions and 888 catalyst types from USPTO. The task is: Predict which catalyst facilitates the given reaction. (1) Reactant: [S:1]([O-:4])([O-:3])=[O:2].[Na+:5].[Na+].[F:7][C:8]([F:12])=[C:9]([F:11])[F:10]. Product: [F:7][CH:8]([F:12])[C:9]([F:11])([F:10])[S:1]([O-:4])(=[O:3])=[O:2].[Na+:5]. The catalyst class is: 6. (2) Reactant: Br[C:2]1[C:7]([O:8][CH3:9])=[C:6]([Cl:10])[C:5]([NH:11][C:12]([C:14]2[C:18]3[N:19]=[CH:20][N:21]=[C:22]([NH:23][C:24]4[CH:29]=[CH:28][C:27]([N:30]5[CH2:35][CH2:34][N:33]([CH2:36][CH3:37])[CH2:32][CH2:31]5)=[CH:26][CH:25]=4)[C:17]=3[S:16][CH:15]=2)=[O:13])=[C:4]([Cl:38])[C:3]=1[O:39][CH3:40].[Cl-].[NH4+]. Product: [Cl:10][C:6]1[C:7]([O:8][CH3:9])=[CH:2][C:3]([O:39][CH3:40])=[C:4]([Cl:38])[C:5]=1[NH:11][C:12]([C:14]1[C:18]2[N:19]=[CH:20][N:21]=[C:22]([NH:23][C:24]3[CH:25]=[CH:26][C:27]([N:30]4[CH2:31][CH2:32][N:33]([CH2:36][CH3:37])[CH2:34][CH2:35]4)=[CH:28][CH:29]=3)[C:17]=2[S:16][CH:15]=1)=[O:13]. The catalyst class is: 1. (3) Reactant: [OH-].[K+].[N+:3]([C:6]1[CH:14]=[C:13]2[C:9]([C:10]([C:15]3[CH:22]=[CH:21][C:18]([C:19]#[N:20])=[CH:17][CH:16]=3)=[CH:11][NH:12]2)=[CH:8][CH:7]=1)([O-:5])=[O:4].S(C1C=CC(C)=CC=1)(O[CH:27]1[CH2:31][CH2:30][CH2:29][CH2:28]1)(=O)=O. Product: [CH:27]1([N:12]2[C:13]3[C:9](=[CH:8][CH:7]=[C:6]([N+:3]([O-:5])=[O:4])[CH:14]=3)[C:10]([C:15]3[CH:16]=[CH:17][C:18]([C:19]#[N:20])=[CH:21][CH:22]=3)=[CH:11]2)[CH2:31][CH2:30][CH2:29][CH2:28]1. The catalyst class is: 16.